This data is from CYP3A4 inhibition data for predicting drug metabolism from PubChem BioAssay. The task is: Regression/Classification. Given a drug SMILES string, predict its absorption, distribution, metabolism, or excretion properties. Task type varies by dataset: regression for continuous measurements (e.g., permeability, clearance, half-life) or binary classification for categorical outcomes (e.g., BBB penetration, CYP inhibition). Dataset: cyp3a4_veith. (1) The drug is O=C(NCCN1CCCCC1)c1ccc(I)cc1. The result is 0 (non-inhibitor). (2) The molecule is C[C@H](O)C(=O)Nc1c(I)c(C(=O)NC(CO)CO)c(I)c(C(=O)NC(CO)CO)c1I. The result is 0 (non-inhibitor). (3) The drug is CC(C)OC(=O)C[C@H](NC(=O)OC(C)(C)C)c1ccccc1. The result is 0 (non-inhibitor). (4) The molecule is Cc1nc2sccc2c(=O)n1-c1cccc(Cl)c1. The result is 0 (non-inhibitor). (5) The molecule is CC1(C)SC(=S)N(NC(=O)Nc2ccccc2)C1N(O)C(=O)Nc1ccccc1. The result is 1 (inhibitor). (6) The compound is Cc1scc(C(=O)NNC(=S)NCC2CCCO2)c1C. The result is 0 (non-inhibitor). (7) The compound is COC(=O)c1cc(=O)[nH]c(=O)[nH]1. The result is 0 (non-inhibitor).